This data is from Full USPTO retrosynthesis dataset with 1.9M reactions from patents (1976-2016). The task is: Predict the reactants needed to synthesize the given product. (1) Given the product [F:20][C:21]1[CH:26]=[C:25]([F:27])[CH:24]=[CH:23][C:22]=1[C:28]1[N:29]=[C:30]2[C:35]([CH2:36][CH3:37])=[N:34][CH:33]=[CH:32][N:31]2[C:38]=1[C:40]1[CH:45]=[CH:44][N:43]=[C:42]([S:46][CH3:47])[N:41]=1, predict the reactants needed to synthesize it. The reactants are: C1C=CC(P(C2C=CC=CC=2)C2C=CC=CC=2)=CC=1.[F:20][C:21]1[CH:26]=[C:25]([F:27])[CH:24]=[CH:23][C:22]=1[C:28]1[N:29]=[C:30]2[C:35]([CH2:36][CH3:37])=[N:34][CH:33]=[CH:32][N:31]2[CH:38]=1.I[C:40]1[CH:45]=[CH:44][N:43]=[C:42]([S:46][CH3:47])[N:41]=1. (2) Given the product [CH2:1]([O:3][C:4]([C@@H:6]1[CH2:8][C@H:7]1[C:9]1[CH:10]=[CH:11][C:12]([OH:15])=[CH:13][CH:14]=1)=[O:5])[CH3:2], predict the reactants needed to synthesize it. The reactants are: [CH2:1]([O:3][C:4]([C@@H:6]1[CH2:8][C@H:7]1[C:9]1[CH:14]=[CH:13][C:12]([O:15]C)=[CH:11][CH:10]=1)=[O:5])[CH3:2].B(Br)(Br)Br.C(O)C. (3) Given the product [CH3:12][C:13]1[CH:14]=[C:15]2[C:4](=[CH:17][CH:18]=1)[CH:5]=[N:8][C:19]([NH2:20])=[CH:16]2, predict the reactants needed to synthesize it. The reactants are: C(O[CH:4](OCC)[C:5](=[NH:8])OC)C.[CH3:12][C:13]1[CH:14]=[CH:15][C:16]([CH2:19][NH2:20])=[CH:17][CH:18]=1.